Dataset: Forward reaction prediction with 1.9M reactions from USPTO patents (1976-2016). Task: Predict the product of the given reaction. (1) Given the reactants [F:1][C:2]([F:11])([F:10])[CH2:3][CH2:4][CH:5]([C:8]#[N:9])[C:6]#[N:7].[Br:12][CH2:13][CH2:14][CH2:15][CH2:16]Br.C(=O)([O-])[O-].[K+].[K+].Cl, predict the reaction product. The product is: [Br:12][CH2:13][CH2:14][CH2:15][CH2:16][C:5]([CH2:4][CH2:3][C:2]([F:10])([F:11])[F:1])([C:8]#[N:9])[C:6]#[N:7]. (2) Given the reactants [O:1]1[C:5]2([CH2:10][CH2:9][CH:8]([NH:11][C:12]3[NH:16][N:15]=[CH:14][CH:13]=3)[CH2:7][CH2:6]2)[O:4][CH2:3][CH2:2]1.N12CCCN=C1CCCCC2.[C:28]([C:30]1[CH:35]=[CH:34][CH:33]=[CH:32][C:31]=1[C:36]1[CH:41]=[CH:40][C:39]([CH2:42][CH:43]([C:49](=O)[CH2:50][CH2:51][CH3:52])[C:44](OCC)=[O:45])=[C:38]([F:54])[CH:37]=1)#[N:29].C(OCC)(=O)C, predict the reaction product. The product is: [O:4]1[C:5]2([CH2:6][CH2:7][CH:8]([N:11]3[C:44](=[O:45])[C:43]([CH2:42][C:39]4[CH:40]=[CH:41][C:36]([C:31]5[C:30]([C:28]#[N:29])=[CH:35][CH:34]=[CH:33][CH:32]=5)=[CH:37][C:38]=4[F:54])=[C:49]([CH2:50][CH2:51][CH3:52])[N:16]4[N:15]=[CH:14][CH:13]=[C:12]34)[CH2:9][CH2:10]2)[O:1][CH2:2][CH2:3]1. (3) Given the reactants Br[C:2]1[N:6]2[N:7]=[C:8]([NH:11][C:12]3[CH:17]=[CH:16][C:15]([O:18]C)=[C:14](OC)[CH:13]=3)[CH:9]=[CH:10][C:5]2=[N:4][CH:3]=1.[F:22][C:23]1[CH:40]=[CH:39][C:26]2[S:27][C:28](B3OC(C)(C)C(C)(C)O3)=[CH:29][C:25]=2[CH:24]=1.C(=O)([O-])[O-].[Na+].[Na+], predict the reaction product. The product is: [F:22][C:23]1[CH:40]=[CH:39][C:26]2[S:27][C:28]([C:2]3[N:6]4[N:7]=[C:8]([NH:11][C@H:12]5[CH2:17][CH2:16][C@H:15]([OH:18])[CH2:14][CH2:13]5)[CH:9]=[CH:10][C:5]4=[N:4][CH:3]=3)=[CH:29][C:25]=2[CH:24]=1. (4) Given the reactants [Cl:1][SiH:2]([Cl:4])[Cl:3].C([C:8]1[C:20]2[NH:19][C:18]3[C:13](=[CH:14][CH:15]=[CH:16][CH:17]=3)[C:12]=2[CH:11]=[CH:10][CH:9]=1)C=C.C([Si](C)(C)O[Si](C=C)(C)C)=C.[C:32]1(C)[CH:37]=CC=C[CH:33]=1, predict the reaction product. The product is: [CH:17]1[C:18]2[N:19]([CH2:33][CH2:32][CH2:37][Si:2]([Cl:4])([Cl:3])[Cl:1])[C:20]3[C:12](=[CH:11][CH:10]=[CH:9][CH:8]=3)[C:13]=2[CH:14]=[CH:15][CH:16]=1. (5) Given the reactants [OH:1][CH2:2][C:3]1[NH:4][C:5]([C:9]2[C:10]([CH3:19])=[CH:11][C:12](C)=[C:13]([CH:17]=2)[C:14]([OH:16])=[O:15])=[C:6]([CH3:8])[N:7]=1.CC1C=CC(C(OC)=O)=CC=1B1OC(C)(C)C(C)(C)O1.CC1C=C(C)C(B2OC(C)(C)C(C)(C)O2)=CC=1C(OC)=O, predict the reaction product. The product is: [OH:1][CH2:2][C:3]1[NH:4][C:5]([C:9]2[CH:17]=[C:13]([CH:12]=[CH:11][C:10]=2[CH3:19])[C:14]([OH:16])=[O:15])=[C:6]([CH3:8])[N:7]=1. (6) Given the reactants [OH:1][C:2]1[CH:3]=[C:4]([C:14]2[N:15](C(OC(C)(C)C)=O)[C:16]([C:19]3[S:20][CH:21]=[CH:22][N:23]=3)=[CH:17][CH:18]=2)[CH:5]=[C:6]([O:8][C@@H:9]([CH3:13])[CH2:10][O:11][CH3:12])[CH:7]=1.[F:31][C:32]1[CH:33]=[C:34]([S:39]([N:42]2[CH2:45][CH2:44][CH2:43]2)(=[O:41])=[O:40])[CH:35]=[CH:36][C:37]=1F.[H-].[Na+].[Cl-].[NH4+], predict the reaction product. The product is: [N:42]1([S:39]([C:34]2[CH:35]=[CH:36][C:37]([O:1][C:2]3[CH:3]=[C:4]([C:14]4[NH:15][C:16]([C:19]5[S:20][CH:21]=[CH:22][N:23]=5)=[CH:17][CH:18]=4)[CH:5]=[C:6]([O:8][C@@H:9]([CH3:13])[CH2:10][O:11][CH3:12])[CH:7]=3)=[C:32]([F:31])[CH:33]=2)(=[O:41])=[O:40])[CH2:45][CH2:44][CH2:43]1. (7) The product is: [Br:15][C:16]1[CH:21]=[CH:20][C:19]([S:22]([NH:1][CH:2]2[CH2:3][CH2:4][N:5]([C:8]([O:10][C:11]([CH3:14])([CH3:13])[CH3:12])=[O:9])[CH2:6][CH2:7]2)(=[O:24])=[O:23])=[CH:18][CH:17]=1. Given the reactants [NH2:1][CH:2]1[CH2:7][CH2:6][N:5]([C:8]([O:10][C:11]([CH3:14])([CH3:13])[CH3:12])=[O:9])[CH2:4][CH2:3]1.[Br:15][C:16]1[CH:21]=[CH:20][C:19]([S:22](Cl)(=[O:24])=[O:23])=[CH:18][CH:17]=1, predict the reaction product. (8) Given the reactants [F:1][C:2]([F:22])([F:21])[O:3][C:4]1[CH:9]=[CH:8][C:7]([N:10]2[CH2:14][CH2:13][C:12]3([CH2:19][CH2:18][NH:17][CH2:16][CH2:15]3)[C:11]2=[O:20])=[CH:6][CH:5]=1.O=C(Cl)[O:25][C:26](Cl)(Cl)Cl.[CH:31]1([NH:37][CH3:38])[CH2:36][CH2:35][CH2:34][CH2:33][CH2:32]1, predict the reaction product. The product is: [CH:31]1([N:37]([CH3:38])[C:26]([N:17]2[CH2:16][CH2:15][C:12]3([C:11](=[O:20])[N:10]([C:7]4[CH:8]=[CH:9][C:4]([O:3][C:2]([F:1])([F:21])[F:22])=[CH:5][CH:6]=4)[CH2:14][CH2:13]3)[CH2:19][CH2:18]2)=[O:25])[CH2:36][CH2:35][CH2:34][CH2:33][CH2:32]1.